Dataset: Reaction yield outcomes from USPTO patents with 853,638 reactions. Task: Predict the reaction yield, written as a fraction of the theoretical maximum amount of product (1.0 means a 100% yield; for example, 0.34 means a 34% yield). (1) The reactants are [CH3:1][C:2]([C:4]1[CH:9]=[CH:8][CH:7]=[C:6]([Cl:10])[CH:5]=1)=[O:3].[CH3:11][C:12](C)([O-:14])C.[K+].C(OCC)(=O)C. The catalyst is C1COCC1. The product is [Cl:10][C:6]1[CH:5]=[C:4]([C:2](=[O:3])[CH2:1][C:12](=[O:14])[CH3:11])[CH:9]=[CH:8][CH:7]=1. The yield is 0.380. (2) The reactants are OCCCN(C)C(=O)CCCC[C:11]([O:13]C)=[O:12].C([N:19]1[CH:23]=[CH:22][N:21]=[CH:20]1)([N:19]1[CH:23]=[CH:22][N:21]=[CH:20]1)=O. The catalyst is C(Cl)Cl.C(Cl)(Cl)Cl. The product is [C:11](=[O:12])([OH:13])[NH2:19].[NH:19]1[CH:23]=[CH:22][N:21]=[CH:20]1. The yield is 0.880. (3) The reactants are [O:1]1[CH2:6][CH2:5][CH:4]([OH:7])[CH2:3][CH2:2]1.[CH3:8][S:9](Cl)(=[O:11])=[O:10]. The catalyst is C1(C)C=CC=CC=1.C(N(CC)CC)C. The product is [O:1]1[CH2:6][CH2:5][CH:4]([O:7][S:9]([CH3:8])(=[O:11])=[O:10])[CH2:3][CH2:2]1. The yield is 0.940. (4) The reactants are F[B-](F)(F)F.C[O+](C)C.[Br:10][C:11]1[CH:12]=[C:13]2[C:17](=[CH:18][CH:19]=1)[NH:16][N:15]=[CH:14]2.[C:20](OCC)(=O)C.[OH-].[Na+]. No catalyst specified. The product is [Br:10][C:11]1[CH:19]=[CH:18][C:17]2[C:13](=[CH:14][N:15]([CH3:20])[N:16]=2)[CH:12]=1. The yield is 0.700. (5) The product is [ClH:37].[Cl:37][C:34]1[CH:33]=[CH:32][C:31]([O:30][CH2:29][C:26]2[CH:25]=[CH:24][C:23]([S:20]([NH:19][C:17]3[CH:16]=[CH:15][C:12]4[CH2:13][CH2:14][N:8]([CH3:6])[CH2:9][CH2:10][C:11]=4[CH:18]=3)(=[O:22])=[O:21])=[CH:28][CH:27]=2)=[CH:36][CH:35]=1. The reactants are C(O[C:6]([N:8]1[CH2:14][CH2:13][C:12]2[CH:15]=[CH:16][C:17]([NH:19][S:20]([C:23]3[CH:28]=[CH:27][C:26]([CH2:29][O:30][C:31]4[CH:36]=[CH:35][C:34]([Cl:37])=[CH:33][CH:32]=4)=[CH:25][CH:24]=3)(=[O:22])=[O:21])=[CH:18][C:11]=2[CH2:10][CH2:9]1)=O)(C)(C)C.Cl.C=O.C(O[BH-](OC(=O)C)OC(=O)C)(=O)C.[Na+].C(=O)(O)[O-].[Na+]. The catalyst is C(O)C.ClCCCl. The yield is 0.590. (6) The reactants are [Cl:1][C:2]1[CH:3]=[C:4]([C:8]#[C:9][CH:10]=O)[CH:5]=[CH:6][CH:7]=1.Cl.[NH2:13][OH:14].CCO. The catalyst is O. The product is [Cl:1][C:2]1[CH:3]=[C:4]([C:8]#[C:9][CH:10]=[N:13][OH:14])[CH:5]=[CH:6][CH:7]=1. The yield is 0.964. (7) The reactants are C([N:8]1[CH2:12][CH2:11][CH:10]([C:13]2[CH:18]=[CH:17][C:16]([CH3:19])=[CH:15][N:14]=2)[CH2:9]1)C1C=CC=CC=1.CCN(CC)CC.C(Cl)(=O)OC(Cl)C. The catalyst is C(Cl)Cl. The product is [CH3:19][C:16]1[CH:17]=[CH:18][C:13]([CH:10]2[CH2:11][CH2:12][NH:8][CH2:9]2)=[N:14][CH:15]=1. The yield is 0.820. (8) The reactants are [C:9](O[C:9]([O:11][C:12]([CH3:15])([CH3:14])[CH3:13])=[O:10])([O:11][C:12]([CH3:15])([CH3:14])[CH3:13])=[O:10].Cl.[NH2:17][CH2:18][C:19]1[CH:20]=[C:21]([CH:34]=[CH:35][CH:36]=1)[C:22]([N:24]1[C:33]2[C:28](=[CH:29][CH:30]=[CH:31][CH:32]=2)[CH2:27][CH2:26][CH2:25]1)=[O:23].C(N(CC)CC)C. The catalyst is ClCCl. The product is [N:24]1([C:22]([C:21]2[CH:20]=[C:19]([CH:36]=[CH:35][CH:34]=2)[CH2:18][NH:17][C:9](=[O:10])[O:11][C:12]([CH3:13])([CH3:14])[CH3:15])=[O:23])[C:33]2[C:28](=[CH:29][CH:30]=[CH:31][CH:32]=2)[CH2:27][CH2:26][CH2:25]1. The yield is 0.840.